From a dataset of Forward reaction prediction with 1.9M reactions from USPTO patents (1976-2016). Predict the product of the given reaction. (1) Given the reactants [Br:1][C:2]1[CH:7]=[CH:6][CH:5]=[CH:4][C:3]=1[NH:8][C:9](=O)[C:10]1[CH:15]=[CH:14][C:13]([C:16]2[CH:21]=[CH:20][CH:19]=[CH:18][CH:17]=2)=[N:12][CH:11]=1.COC1C=CC(P2(SP(C3C=CC(OC)=CC=3)(=S)S2)=[S:32])=CC=1.[OH-].[Na+].CI.[C:49]1([CH3:55])C=CC=CC=1, predict the reaction product. The product is: [CH2:49]([S:32][C:9](=[N:8][C:3]1[CH:4]=[CH:5][CH:6]=[CH:7][C:2]=1[Br:1])[C:10]1[CH:15]=[CH:14][C:13]([C:16]2[CH:21]=[CH:20][CH:19]=[CH:18][CH:17]=2)=[N:12][CH:11]=1)[CH3:55]. (2) Given the reactants [C:1]1([C:10]2[CH:15]=[CH:14][CH:13]=[CH:12][CH:11]=2)[CH:6]=[CH:5][C:4]([CH2:7][CH2:8][OH:9])=[CH:3][CH:2]=1.C(N(CC)CC)C.[S:23](Cl)([CH3:26])(=[O:25])=[O:24], predict the reaction product. The product is: [C:1]1([C:10]2[CH:11]=[CH:12][CH:13]=[CH:14][CH:15]=2)[CH:2]=[CH:3][C:4]([CH2:7][CH2:8][O:9][S:23]([CH3:26])(=[O:25])=[O:24])=[CH:5][CH:6]=1. (3) Given the reactants [Br:1][C:2]1[C:3]([CH3:10])=[CH:4][C:5](N)=[N:6][C:7]=1[CH3:8].[ClH:11].N([O-])=O.[Na+].[OH-].[Na+], predict the reaction product. The product is: [Br:1][C:2]1[C:7]([CH3:8])=[N:6][C:5]([Cl:11])=[CH:4][C:3]=1[CH3:10].